Dataset: Full USPTO retrosynthesis dataset with 1.9M reactions from patents (1976-2016). Task: Predict the reactants needed to synthesize the given product. (1) The reactants are: [Cl:1][C:2]1[CH:3]=[C:4]([N:9]2[CH:13]=[CH:12][C:11]([CH3:14])=[N:10]2)[CH:5]=[CH:6][C:7]=1[Cl:8].BrN1C(=O)CCC1=O.N(C(C)(C)C#N)=NC(C)(C)C#N.[H-].[Na+].[CH3:37][C:38]1[NH:39][CH:40]=[CH:41][N:42]=1. Given the product [ClH:1].[Cl:1][C:2]1[CH:3]=[C:4]([N:9]2[CH:13]=[CH:12][C:11]([CH2:14][N:39]3[CH:40]=[CH:41][N:42]=[C:38]3[CH3:37])=[N:10]2)[CH:5]=[CH:6][C:7]=1[Cl:8], predict the reactants needed to synthesize it. (2) Given the product [CH2:31]([C@@:11]1([CH3:36])[CH2:10][C@H:9]([C:4]2[CH:5]=[CH:6][C:7]([F:8])=[C:2]([Cl:1])[CH:3]=2)[C@@H:14]([C:15]2[CH:20]=[CH:19][C:18]([Cl:21])=[CH:17][CH:16]=2)[N:13]([CH:22]([CH3:23])[CH3:24])[C:12]1=[O:25])[CH:30]=[CH2:29], predict the reactants needed to synthesize it. The reactants are: [Cl:1][C:2]1[CH:3]=[C:4]([C@@H:9]2[C@@H:14]([C:15]3[CH:20]=[CH:19][C:18]([Cl:21])=[CH:17][CH:16]=3)[N:13]([CH:22]([CH3:24])[CH3:23])[C:12](=[O:25])[CH2:11][CH2:10]2)[CH:5]=[CH:6][C:7]=1[F:8].IC.[Li+].[CH3:29][CH:30]([N-]C(C)C)[CH3:31].[CH2:36](Br)C=C. (3) Given the product [CH:1](=[N:8][N:9]([C:10]1[CH:11]=[CH:12][C:13]([C:14]([O:16][CH3:17])=[O:15])=[CH:18][CH:19]=1)[CH3:23])[C:2]1[CH:3]=[CH:4][CH:5]=[CH:6][CH:7]=1, predict the reactants needed to synthesize it. The reactants are: [CH:1](=[N:8][NH:9][C:10]1[CH:19]=[CH:18][C:13]([C:14]([O:16][CH3:17])=[O:15])=[CH:12][CH:11]=1)[C:2]1[CH:7]=[CH:6][CH:5]=[CH:4][CH:3]=1.[H-].[Na+].I[CH3:23].[NH4+].[Cl-].